This data is from CYP1A2 inhibition data for predicting drug metabolism from PubChem BioAssay. The task is: Regression/Classification. Given a drug SMILES string, predict its absorption, distribution, metabolism, or excretion properties. Task type varies by dataset: regression for continuous measurements (e.g., permeability, clearance, half-life) or binary classification for categorical outcomes (e.g., BBB penetration, CYP inhibition). Dataset: cyp1a2_veith. (1) The molecule is COc1cccc(-c2cc(NCc3ccc(OC)cc3OC)ncn2)c1. The result is 1 (inhibitor). (2) The compound is COC(=O)[C@@]1(Cc2ccc(OC)cc2)[C@H]2c3cc(C(=O)N4CCCC4)n(CCSCCO)c3C[C@H]2CN1C(=O)c1ccccc1. The result is 0 (non-inhibitor). (3) The molecule is N#Cc1cccc(-c2nc3cnc(N4CCOCC4)nc3n(Cc3ccc(F)cc3)c2=O)c1. The result is 0 (non-inhibitor). (4) The drug is O=[N+]([O-])c1ccc(S(=O)(=O)Nc2ccc(-c3csc(-c4ccccc4)n3)cc2)cc1. The result is 1 (inhibitor).